From a dataset of Forward reaction prediction with 1.9M reactions from USPTO patents (1976-2016). Predict the product of the given reaction. (1) Given the reactants [CH2:1]([O:8][C:9]([C:11]1[CH:12]=[C:13]2[C:18](=[CH:19][CH:20]=1)[N:17]([C:21](=[O:23])[CH3:22])[C@@H:16]([CH3:24])[CH2:15][C@H:14]2[NH:25][C:26]1[CH:31]=[CH:30][C:29]([N:32]2[CH2:37][CH2:36][O:35][CH2:34][CH2:33]2)=[CH:28][CH:27]=1)=[O:10])[C:2]1[CH:7]=[CH:6][CH:5]=[CH:4][CH:3]=1.N1C=CC=CC=1.[F:44][C:45]([F:56])([F:55])[C:46](O[C:46](=[O:47])[C:45]([F:56])([F:55])[F:44])=[O:47].O, predict the reaction product. The product is: [CH2:1]([O:8][C:9]([C:11]1[CH:12]=[C:13]2[C:18](=[CH:19][CH:20]=1)[N:17]([C:21](=[O:23])[CH3:22])[C@@H:16]([CH3:24])[CH2:15][C@H:14]2[N:25]([C:26]1[CH:27]=[CH:28][C:29]([N:32]2[CH2:33][CH2:34][O:35][CH2:36][CH2:37]2)=[CH:30][CH:31]=1)[C:46](=[O:47])[C:45]([F:56])([F:55])[F:44])=[O:10])[C:2]1[CH:3]=[CH:4][CH:5]=[CH:6][CH:7]=1. (2) Given the reactants [NH2:1][C:2]1[N:7]=[C:6]([C:8]([F:11])([F:10])[F:9])[CH:5]=[CH:4][N:3]=1.[Br:12]N1C(=O)CCC1=O.C(Cl)Cl.[OH-].[Na+], predict the reaction product. The product is: [Br:12][C:5]1[C:6]([C:8]([F:11])([F:9])[F:10])=[N:7][C:2]([NH2:1])=[N:3][CH:4]=1. (3) Given the reactants C(Cl)(=O)C(Cl)=O.[CH3:7][C:8]1[N:9]=[CH:10][S:11][C:12]=1[C:13]([OH:15])=O.CN(C=O)C.[Cl:21][C:22]1[CH:23]=[C:24]([CH:26]=[CH:27][CH:28]=1)[NH2:25].C(N(CC)CC)C, predict the reaction product. The product is: [Cl:21][C:22]1[CH:23]=[C:24]([NH:25][C:13]([C:12]2[S:11][CH:10]=[N:9][C:8]=2[CH3:7])=[O:15])[CH:26]=[CH:27][CH:28]=1. (4) Given the reactants [F:1][C:2]1[CH:23]=[C:22]([N+:24]([O-])=O)[CH:21]=[CH:20][C:3]=1[O:4][C:5]1[CH:10]=[CH:9][N:8]=[C:7]2[CH:11]=[C:12]([C:14]3[N:15]=[CH:16][N:17]([CH3:19])[CH:18]=3)[S:13][C:6]=12.[Cl-].[NH4+], predict the reaction product. The product is: [F:1][C:2]1[CH:23]=[C:22]([NH2:24])[CH:21]=[CH:20][C:3]=1[O:4][C:5]1[CH:10]=[CH:9][N:8]=[C:7]2[CH:11]=[C:12]([C:14]3[N:15]=[CH:16][N:17]([CH3:19])[CH:18]=3)[S:13][C:6]=12.